Predict the product of the given reaction. From a dataset of Forward reaction prediction with 1.9M reactions from USPTO patents (1976-2016). (1) Given the reactants [OH:1][CH2:2][CH2:3][N:4]1[CH2:9][CH2:8][N:7]([C:10]2[CH:19]=[C:18]([CH2:20][CH2:21][CH3:22])[C:13]([C:14]([NH:16][CH3:17])=[O:15])=[CH:12][N:11]=2)[CH2:6][CH2:5]1.S(=O)(=O)(O)O.[C:28](OC(=O)C)(=[O:30])[CH3:29], predict the reaction product. The product is: [C:28]([O:1][CH2:2][CH2:3][N:4]1[CH2:5][CH2:6][N:7]([C:10]2[CH:19]=[C:18]([CH2:20][CH2:21][CH3:22])[C:13]([C:14]([NH:16][CH3:17])=[O:15])=[CH:12][N:11]=2)[CH2:8][CH2:9]1)(=[O:30])[CH3:29]. (2) Given the reactants [CH3:1][N:2]([CH3:12])[CH2:3][C:4]([C:6]1[CH:11]=[CH:10][CH:9]=[CH:8][CH:7]=1)=[O:5].[OH-].[K+].CC(C)([O-])C.[K+].CC(O)(C)C, predict the reaction product. The product is: [C:6]1([C@@H:4]([OH:5])[CH2:3][N:2]([CH3:1])[CH3:12])[CH:11]=[CH:10][CH:9]=[CH:8][CH:7]=1. (3) Given the reactants [Br:1][C:2]1[CH:3]=[N:4][CH:5]=[C:6]([CH:10]=1)[C:7](Cl)=[O:8].[CH3:11][Mg+].[Br-], predict the reaction product. The product is: [Br:1][C:2]1[CH:10]=[C:6]([C:7](=[O:8])[CH3:11])[CH:5]=[N:4][CH:3]=1.